From a dataset of Full USPTO retrosynthesis dataset with 1.9M reactions from patents (1976-2016). Predict the reactants needed to synthesize the given product. (1) Given the product [OH:32][C@@H:28]([CH:29]([CH3:31])[CH3:30])[C:27]([NH:26][C@@H:24]([CH3:25])[C:23]([N:19]1[CH2:20][CH2:21][CH2:22][C@@H:17]([C:15]([NH:14][C@@H:12]([C:8]2[CH:7]=[CH:6][C:5]3[C:10](=[CH:11][C:2](/[CH:36]=[CH:35]/[C:37]4([C:44]([OH:46])=[O:45])[CH2:43][O:42][CH2:41][CH2:40][O:39][CH2:38]4)=[CH:3][CH:4]=3)[N:9]=2)[CH3:13])=[O:16])[NH:18]1)=[O:34])=[O:33], predict the reactants needed to synthesize it. The reactants are: Br[C:2]1[CH:11]=[C:10]2[C:5]([CH:6]=[CH:7][C:8]([C@H:12]([NH:14][C:15]([C@@H:17]3[CH2:22][CH2:21][CH2:20][N:19]([C:23](=[O:34])[C@@H:24]([NH:26][C:27](=[O:33])[C@@H:28]([OH:32])[CH:29]([CH3:31])[CH3:30])[CH3:25])[NH:18]3)=[O:16])[CH3:13])=[N:9]2)=[CH:4][CH:3]=1.[CH:35]([C:37]1([C:44]([OH:46])=[O:45])[CH2:43][O:42][CH2:41][CH2:40][O:39][CH2:38]1)=[CH2:36].C(N(CC)CC)C.C1(C)C=CC=CC=1P(C1C=CC=CC=1C)C1C=CC=CC=1C. (2) Given the product [ClH:1].[F:8][C:9]1[CH:10]=[C:11]([C:15]2[N:16]=[C:17]3[CH2:22][CH:21]([NH2:23])[CH2:20][CH2:19][N:18]3[CH:31]=2)[CH:12]=[CH:13][CH:14]=1, predict the reactants needed to synthesize it. The reactants are: [ClH:1].O1CCOCC1.[F:8][C:9]1[CH:10]=[C:11]([C:15]2[N:16]=[C:17]3[CH2:22][CH:21]([NH:23]C(=O)OC(C)(C)C)[CH2:20][CH2:19][N:18]3[CH:31]=2)[CH:12]=[CH:13][CH:14]=1. (3) Given the product [CH3:1][C:2]1[N:7]=[CH:6][C:5]([CH2:8][OH:9])=[CH:4][N:3]=1, predict the reactants needed to synthesize it. The reactants are: [CH3:1][C:2]1[N:7]=[CH:6][C:5]([CH:8]=[O:9])=[CH:4][N:3]=1.[BH4-].[Na+]. (4) The reactants are: [Br:1][C:2]1[CH:3]=[C:4]([C:7](=O)[CH2:8][C:9](=O)[C:10]([F:14])([F:13])[CH2:11][CH3:12])[O:5][CH:6]=1.[C:17]([CH2:19][C:20]([NH:22][CH2:23][C:24]1[CH:29]=[CH:28][C:27]([F:30])=[CH:26][C:25]=1[F:31])=[O:21])#[N:18].CCCCCCC=CCCC. Given the product [Br:1][C:2]1[CH:3]=[C:4]([C:7]2[N:22]([CH2:23][C:24]3[CH:29]=[CH:28][C:27]([F:30])=[CH:26][C:25]=3[F:31])[C:20](=[O:21])[C:19]([C:17]#[N:18])=[C:9]([C:10]([F:14])([F:13])[CH2:11][CH3:12])[CH:8]=2)[O:5][CH:6]=1, predict the reactants needed to synthesize it. (5) Given the product [NH2:15][C:10]1[CH:9]=[C:8]([C:3]([F:18])([C:2]([F:1])([F:19])[F:20])[C:4]([F:5])([F:6])[F:7])[CH:13]=[CH:12][C:11]=1[OH:14], predict the reactants needed to synthesize it. The reactants are: [F:1][C:2]([F:20])([F:19])[C:3]([F:18])([C:8]1[CH:13]=[CH:12][C:11]([OH:14])=[C:10]([N+:15]([O-])=O)[CH:9]=1)[C:4]([F:7])([F:6])[F:5].[H][H]. (6) Given the product [Cl:12][C:13]1[CH:18]=[CH:17][C:16]([S:19]([NH:1][C:2]2[CH:3]=[CH:4][CH:5]=[C:6]3[C:11]=2[N:10]=[CH:9][CH:8]=[CH:7]3)(=[O:21])=[O:20])=[C:15]([N+:23]([O-:25])=[O:24])[CH:14]=1, predict the reactants needed to synthesize it. The reactants are: [NH2:1][C:2]1[CH:3]=[CH:4][CH:5]=[C:6]2[C:11]=1[N:10]=[CH:9][CH:8]=[CH:7]2.[Cl:12][C:13]1[CH:18]=[CH:17][C:16]([S:19](Cl)(=[O:21])=[O:20])=[C:15]([N+:23]([O-:25])=[O:24])[CH:14]=1.N1C=CC=CC=1. (7) The reactants are: [CH3:1][C:2]1[N:10]([CH2:11][C:12]([O:14]CC)=[O:13])[C:9]2[C:4](=[N:5][C:6]([CH3:17])=[CH:7][CH:8]=2)[C:3]=1[CH2:18][C:19]1[CH:24]=[CH:23][C:22]([S:25]([CH3:28])(=[O:27])=[O:26])=[CH:21][CH:20]=1.[OH-].[Na+].C1COCC1.Cl. Given the product [CH3:1][C:2]1[N:10]([CH2:11][C:12]([OH:14])=[O:13])[C:9]2[C:4](=[N:5][C:6]([CH3:17])=[CH:7][CH:8]=2)[C:3]=1[CH2:18][CH:19]1[CH2:24][CH:23]=[C:22]([S:25]([CH3:28])(=[O:27])=[O:26])[CH:21]=[CH:20]1, predict the reactants needed to synthesize it. (8) Given the product [NH2:1][C:2]1[C:3]([CH3:14])=[C:4]([OH:13])[CH:5]=[CH:9][C:10]=1[C:11]#[N:12], predict the reactants needed to synthesize it. The reactants are: [NH2:1][C:2]1[C:10]([C:11]#[N:12])=[CH:9][C:5](C(O)=O)=[C:4]([OH:13])[C:3]=1[CH3:14].[OH-].[Na+]. (9) Given the product [C:32]1([CH3:35])[CH:33]=[CH:34][C:29]([CH:26]([CH2:27][CH3:28])[C:5]#[N:6])=[CH:30][CH:31]=1, predict the reactants needed to synthesize it. The reactants are: C[Si]([C:5]#[N:6])(C)C.[F-].C([N+](CCCC)(CCCC)CCCC)CCC.Br[CH:26]([C:29]1[CH:34]=[CH:33][C:32]([CH3:35])=[CH:31][CH:30]=1)[CH2:27][CH3:28]. (10) The reactants are: [CH2:1]([Zn]CC)C.C1(C)C=CC=CC=1.ClCI.[CH3:16]/[C:17](=[CH:20]/[CH:21]([C:23]1[CH:28]=[CH:27][CH:26]=[CH:25][CH:24]=1)[CH3:22])/[CH2:18][OH:19].S(=O)(=O)(O)O. Given the product [CH3:16][C@:17]1([CH2:18][OH:19])[CH2:1][C@H:20]1[C@H:21]([C:23]1[CH:24]=[CH:25][CH:26]=[CH:27][CH:28]=1)[CH3:22], predict the reactants needed to synthesize it.